This data is from Full USPTO retrosynthesis dataset with 1.9M reactions from patents (1976-2016). The task is: Predict the reactants needed to synthesize the given product. (1) Given the product [O:16]1[C:20]2[CH:21]=[CH:22][CH:23]=[CH:24][C:19]=2[CH:18]=[C:17]1[C@@H:25]1[CH2:29][N:28]([C:13]([C:9]2[CH:10]=[N:11][O:12][C:8]=2[C:5]2[CH:6]=[CH:7][C:2]([CH3:1])=[CH:3][CH:4]=2)=[O:14])[CH2:27][C@H:26]1[C:30]([O:32][CH2:33][CH3:34])=[O:31], predict the reactants needed to synthesize it. The reactants are: [CH3:1][C:2]1[CH:7]=[CH:6][C:5]([C:8]2[O:12][N:11]=[CH:10][C:9]=2[C:13](Cl)=[O:14])=[CH:4][CH:3]=1.[O:16]1[C:20]2[CH:21]=[CH:22][CH:23]=[CH:24][C:19]=2[CH:18]=[C:17]1[C@@H:25]1[CH2:29][NH:28][CH2:27][C@H:26]1[C:30]([O:32][CH2:33][CH3:34])=[O:31]. (2) Given the product [Cl:41][C:42]1[CH:50]=[CH:49][CH:48]=[CH:47][C:43]=1[C:44]([NH:22][C@H:21]([C:23]([OH:25])=[O:24])[CH2:20][C:17]1[CH:16]=[CH:15][C:14]([CH2:13][CH2:12][CH2:11][C:2]2[CH:3]=[CH:4][C:5]3[CH2:6][CH2:7][CH2:8][NH:9][C:10]=3[N:1]=2)=[CH:19][N:18]=1)=[O:45], predict the reactants needed to synthesize it. The reactants are: [N:1]1[C:10]2[NH:9][CH2:8][CH2:7][CH2:6][C:5]=2[CH:4]=[CH:3][C:2]=1[CH2:11][CH2:12][CH2:13][C:14]1[CH:15]=[CH:16][C:17]([CH2:20][C@@H:21]([C:23]([O:25]C)=[O:24])[NH2:22])=[N:18][CH:19]=1.OP=O.CCN=C=NCCCN(C)C.[Cl:41][C:42]1[CH:50]=[CH:49][CH:48]=[CH:47][C:43]=1[C:44](O)=[O:45].[OH-].[Na+]. (3) Given the product [Cl:1][C:2]1[N:7]=[C:6]([C:8]2[N:41]3[CH:42]=[CH:43][C:38]([C:37]([F:45])([F:36])[F:46])=[CH:39][C:40]3=[N:44][C:9]=2[C:11]2[CH:12]=[C:13]([CH:25]=[CH:26][CH:27]=2)[C:14]([NH:16][C:17]2[C:22]([F:23])=[CH:21][CH:20]=[CH:19][C:18]=2[F:24])=[O:15])[CH:5]=[CH:4][N:3]=1, predict the reactants needed to synthesize it. The reactants are: [Cl:1][C:2]1[N:7]=[C:6]([CH2:8][C:9]([C:11]2[CH:12]=[C:13]([CH:25]=[CH:26][CH:27]=2)[C:14]([NH:16][C:17]2[C:22]([F:23])=[CH:21][CH:20]=[CH:19][C:18]=2[F:24])=[O:15])=O)[CH:5]=[CH:4][N:3]=1.C1C(=O)N(Br)C(=O)C1.[F:36][C:37]([F:46])([F:45])[C:38]1[CH:43]=[CH:42][N:41]=[C:40]([NH2:44])[CH:39]=1.CCCCCC. (4) Given the product [CH2:19]([N:9]1[CH2:8][CH:7]([CH2:1][CH2:2][CH2:3][CH2:4][CH2:5][CH3:6])[O:11][C:10]1=[O:12])[C:20]1[CH:25]=[CH:24][CH:23]=[CH:22][CH:21]=1, predict the reactants needed to synthesize it. The reactants are: [CH2:1]([CH:7]1[O:11][C:10](=[O:12])[NH:9][CH2:8]1)[CH2:2][CH2:3][CH2:4][CH2:5][CH3:6].C(=O)([O-])[O-].[Cs+].[Cs+].[CH2:19](Br)[C:20]1[CH:25]=[CH:24][CH:23]=[CH:22][CH:21]=1. (5) Given the product [Cl:20][C:9]1[CH:8]=[CH:7][CH:6]=[C:5]2[C:10]=1[N:11]=[C:12]([C:13]1[CH:18]=[CH:17][CH:16]=[C:15]([F:19])[CH:14]=1)[C:3]([CH2:2][N:30]1[C:26](=[O:36])[C:27]3[C:28](=[CH:32][CH:33]=[CH:34][CH:35]=3)[C:29]1=[O:31])=[N:4]2, predict the reactants needed to synthesize it. The reactants are: Br[CH2:2][C:3]1[C:12]([C:13]2[CH:18]=[CH:17][CH:16]=[C:15]([F:19])[CH:14]=2)=[N:11][C:10]2[C:5](=[CH:6][CH:7]=[CH:8][C:9]=2[Cl:20])[N:4]=1.CN(C=O)C.[C:26]1(=[O:36])[NH:30][C:29](=[O:31])[C:28]2=[CH:32][CH:33]=[CH:34][CH:35]=[C:27]12.[K].